Dataset: Reaction yield outcomes from USPTO patents with 853,638 reactions. Task: Predict the reaction yield, written as a fraction of the theoretical maximum amount of product (1.0 means a 100% yield; for example, 0.34 means a 34% yield). (1) The reactants are [NH:1]([C:5]1[CH:10]=[CH:9][C:8]([OH:11])=[CH:7][CH:6]=1)C(C)=O.[C:12](=O)([O-:14])[O-:13].[K+].[K+].C(=O)=O. No catalyst specified. The product is [NH2:1][C:5]1[CH:6]=[C:7]([C:12]([OH:14])=[O:13])[C:8]([OH:11])=[CH:9][CH:10]=1. The yield is 0.350. (2) The reactants are [Cl:1][C:2]1[CH:7]=[CH:6][C:5]([C:8]2[CH:13]=[C:12]([CH3:14])[N:11]=[C:10]([N:15]3[CH:19]=[C:18](I)[N:17]=[CH:16]3)[N:9]=2)=[CH:4][C:3]=1[CH3:21].[Cl-].[Li+].C([Mg]Cl)(C)C.[CH2:29]([Sn:33](Cl)([CH2:38][CH2:39][CH2:40][CH3:41])[CH2:34][CH2:35][CH2:36][CH3:37])[CH2:30][CH2:31][CH3:32].[Cl-].[NH4+]. The catalyst is C1COCC1. The product is [Cl:1][C:2]1[CH:7]=[CH:6][C:5]([C:8]2[CH:13]=[C:12]([CH3:14])[N:11]=[C:10]([N:15]3[CH:19]=[C:18]([Sn:33]([CH2:34][CH2:35][CH2:36][CH3:37])([CH2:38][CH2:39][CH2:40][CH3:41])[CH2:29][CH2:30][CH2:31][CH3:32])[N:17]=[CH:16]3)[N:9]=2)=[CH:4][C:3]=1[CH3:21]. The yield is 0.830. (3) The reactants are [F:1][CH:2]([F:33])[C:3]1[C:11]2[C:6](=[CH:7][C:8]([C:12]([F:15])([F:14])[F:13])=[CH:9][CH:10]=2)[N:5]([S:16]([C:19]2[CH:24]=[CH:23][C:22]([O:25][CH3:26])=[C:21]([N:27]3[CH2:32][CH2:31][NH:30][CH2:29][CH2:28]3)[CH:20]=2)(=[O:18])=[O:17])[CH:4]=1.[C:34]([BH3-])#N.[Na+].C=O. The catalyst is CO. The product is [F:33][CH:2]([F:1])[C:3]1[C:11]2[C:6](=[CH:7][C:8]([C:12]([F:13])([F:14])[F:15])=[CH:9][CH:10]=2)[N:5]([S:16]([C:19]2[CH:24]=[CH:23][C:22]([O:25][CH3:26])=[C:21]([N:27]3[CH2:28][CH2:29][N:30]([CH3:34])[CH2:31][CH2:32]3)[CH:20]=2)(=[O:18])=[O:17])[CH:4]=1. The yield is 0.960. (4) The reactants are C(N(CC)CC)C.[F:8][C:9]1[CH:10]=[C:11]2[C:15](=[CH:16][CH:17]=1)[N:14](C(OC(C)(C)C)=O)[CH:13]=[C:12]2[CH:25]=[O:26].[CH3:27][O:28][C:29]1[CH:30]=[C:31]([N:35]=[CH:36][C:37]2[CH:38]=[N:39][C:40]([O:43][CH3:44])=[CH:41][CH:42]=2)[CH:32]=[N:33][CH:34]=1. The catalyst is [Cl-].C([N+]1C(C)=C(CCO)SC=1)C1C=CC=CC=1.C(O)C. The product is [F:8][C:9]1[CH:10]=[C:11]2[C:15](=[CH:16][CH:17]=1)[NH:14][CH:13]=[C:12]2[C:25](=[O:26])[CH:36]([C:37]1[CH:38]=[N:39][C:40]([O:43][CH3:44])=[CH:41][CH:42]=1)[NH:35][C:31]1[CH:32]=[N:33][CH:34]=[C:29]([O:28][CH3:27])[CH:30]=1. The yield is 0.230. (5) The reactants are [NH2:1][C:2]1[C:10]([O:11][CH3:12])=[CH:9][CH:8]=[CH:7][C:3]=1[C:4]([OH:6])=[O:5].[BrH:13].O. The catalyst is CS(C)=O. The product is [NH2:1][C:2]1[C:10]([O:11][CH3:12])=[CH:9][C:8]([Br:13])=[CH:7][C:3]=1[C:4]([OH:6])=[O:5]. The yield is 0.960. (6) The reactants are [CH3:1]C(C)([O-])C.[K+].[Cl:7][C:8]1[CH:23]=[C:22]([Cl:24])[C:21]([O:25][CH2:26][C:27]2[CH:32]=[CH:31][C:30]([O:33][CH3:34])=[CH:29][CH:28]=2)=[CH:20][C:9]=1[O:10][C:11]1[N:15]([CH3:16])[N:14]=[C:13]([CH3:17])[C:12]=1[CH:18]=O.Cl. The catalyst is [Br-].C[P+](C1C=CC=CC=1)(C1C=CC=CC=1)C1C=CC=CC=1.O1CCCC1. The product is [Cl:7][C:8]1[CH:23]=[C:22]([Cl:24])[C:21]([O:25][CH2:26][C:27]2[CH:28]=[CH:29][C:30]([O:33][CH3:34])=[CH:31][CH:32]=2)=[CH:20][C:9]=1[O:10][C:11]1[N:15]([CH3:16])[N:14]=[C:13]([CH3:17])[C:12]=1[CH:18]=[CH2:1]. The yield is 0.440. (7) The reactants are [F:1][C:2]1[N:7]=[CH:6][C:5]([C:8](=O)[CH3:9])=[CH:4][CH:3]=1.Cl.[NH2:12][OH:13].CC([O-])=O.[Na+]. The catalyst is O.CCO. The product is [F:1][C:2]1[N:7]=[CH:6][C:5]([C:8](=[N:12][OH:13])[CH3:9])=[CH:4][CH:3]=1. The yield is 1.00. (8) The reactants are Cl.[C:2]([C:4]1[CH:11]=[CH:10][C:7]([CH2:8][NH2:9])=[CH:6][CH:5]=1)#[N:3].C[O:13][C:14](=O)[C:15]1[C:20]([I:21])=[C:19]([F:22])[CH:18]=[CH:17][C:16]=1[CH2:23]Br.C([O-])([O-])=O.[K+].[K+]. The catalyst is C1(C)C=CC=CC=1. The product is [F:22][C:19]1[C:20]([I:21])=[C:15]2[C:16]([CH2:23][N:3]([CH2:2][C:4]3[CH:11]=[CH:10][C:7]([C:8]#[N:9])=[CH:6][CH:5]=3)[C:14]2=[O:13])=[CH:17][CH:18]=1. The yield is 0.260. (9) The reactants are [Si:1]([O:18][CH2:19][CH2:20][CH2:21][C:22]1[CH:46]=[CH:45][C:25]([O:26][CH2:27][CH:28]([OH:44])[CH2:29][O:30][C:31]2[CH:36]=[CH:35][C:34]([C:37]([O:39][C:40]([CH3:43])([CH3:42])[CH3:41])=[O:38])=[CH:33][CH:32]=2)=[CH:24][CH:23]=1)([C:14]([CH3:17])([CH3:16])[CH3:15])([C:8]1[CH:13]=[CH:12][CH:11]=[CH:10][CH:9]=1)[C:2]1[CH:7]=[CH:6][CH:5]=[CH:4][CH:3]=1.CC(OI1(OC(C)=O)(OC(C)=O)OC(=O)C2C1=CC=CC=2)=O. The catalyst is ClCCl.C(OCC)(=O)C. The product is [Si:1]([O:18][CH2:19][CH2:20][CH2:21][C:22]1[CH:23]=[CH:24][C:25]([O:26][CH2:27][C:28](=[O:44])[CH2:29][O:30][C:31]2[CH:36]=[CH:35][C:34]([C:37]([O:39][C:40]([CH3:43])([CH3:42])[CH3:41])=[O:38])=[CH:33][CH:32]=2)=[CH:45][CH:46]=1)([C:14]([CH3:17])([CH3:15])[CH3:16])([C:2]1[CH:7]=[CH:6][CH:5]=[CH:4][CH:3]=1)[C:8]1[CH:13]=[CH:12][CH:11]=[CH:10][CH:9]=1. The yield is 0.880. (10) The reactants are [C:1]([O:4][CH2:5][C:6]1[C:11](B2OC(C)(C)C(C)(C)O2)=[CH:10][C:9]([F:21])=[CH:8][C:7]=1[N:22]1[CH2:34][CH2:33][N:25]2[C:26]3[CH2:27][CH2:28][CH2:29][CH2:30][C:31]=3[CH:32]=[C:24]2[C:23]1=[O:35])(=[O:3])[CH3:2].Br[C:37]1[CH:38]=[C:39]([NH:45][C:46]2[CH:51]=[CH:50][C:49]([N:52]3[CH2:57][CH2:56][N:55]([CH3:58])[C@@H:54]([CH3:59])[CH2:53]3)=[CH:48][N:47]=2)[C:40](=[O:44])[N:41]([CH3:43])[CH:42]=1. No catalyst specified. The product is [C:1]([O:4][CH2:5][C:6]1[C:7]([N:22]2[CH2:34][CH2:33][N:25]3[C:26]4[CH2:27][CH2:28][CH2:29][CH2:30][C:31]=4[CH:32]=[C:24]3[C:23]2=[O:35])=[CH:8][C:9]([F:21])=[CH:10][C:11]=1[C:37]1[CH:38]=[C:39]([NH:45][C:46]2[CH:51]=[CH:50][C:49]([N:52]3[CH2:57][CH2:56][N:55]([CH3:58])[C@@H:54]([CH3:59])[CH2:53]3)=[CH:48][N:47]=2)[C:40](=[O:44])[N:41]([CH3:43])[CH:42]=1)(=[O:3])[CH3:2]. The yield is 0.590.